From a dataset of Reaction yield outcomes from USPTO patents with 853,638 reactions. Predict the reaction yield, written as a fraction of the theoretical maximum amount of product (1.0 means a 100% yield; for example, 0.34 means a 34% yield). (1) The reactants are [CH3:1][NH:2][S:3]([CH:6]1[CH2:11][CH2:10][N:9]([C:12](OCC2C=CC=CC=2)=O)[CH2:8][CH2:7]1)(=[O:5])=[O:4].ClC1[N:28]=[C:27]([N:29]2[CH2:34][CH2:33][O:32][CH2:31][CH2:30]2)[N:26]=[C:25]([N:35]2[C:39]3[CH:40]=[CH:41][CH:42]=[C:43]([O:44][CH3:45])[C:38]=3[N:37]=[C:36]2[CH:46]([F:48])[F:47])[N:24]=1.CCN(C(C)C)C(C)C. The catalyst is CO.C1COCC1.[Pd]. The product is [F:48][CH:46]([F:47])[C:36]1[N:35]([C:25]2[N:26]=[C:27]([N:29]3[CH2:30][CH2:31][O:32][CH2:33][CH2:34]3)[N:28]=[C:12]([N:9]3[CH2:8][CH2:7][CH:6]([S:3]([NH:2][CH3:1])(=[O:4])=[O:5])[CH2:11][CH2:10]3)[N:24]=2)[C:39]2[CH:40]=[CH:41][CH:42]=[C:43]([O:44][CH3:45])[C:38]=2[N:37]=1. The yield is 0.390. (2) The reactants are [F:1][C:2]1[CH:7]=[C:6]([F:8])[CH:5]=[CH:4][C:3]=1[S:9]([NH:12][C:13]1[C:14]([O:28][CH3:29])=[N:15][CH:16]=[C:17](B2OC(C)(C)C(C)(C)O2)[CH:18]=1)(=[O:11])=[O:10].Br[C:31]1[CH:32]=[CH:33][C:34]2[N:35]([C:37]([C:40]#[C:41][Si:42]([CH3:45])([CH3:44])[CH3:43])=[CH:38][N:39]=2)[N:36]=1.C(Cl)Cl.C([O-])([O-])=O.[Na+].[Na+]. The catalyst is O1CCOCC1.C1C=CC(P(C2C=CC=CC=2)[C-]2C=CC=C2)=CC=1.C1C=CC(P(C2C=CC=CC=2)[C-]2C=CC=C2)=CC=1.Cl[Pd]Cl.[Fe+2].O. The product is [F:1][C:2]1[CH:7]=[C:6]([F:8])[CH:5]=[CH:4][C:3]=1[S:9]([NH:12][C:13]1[C:14]([O:28][CH3:29])=[N:15][CH:16]=[C:17]([C:31]2[CH:32]=[CH:33][C:34]3[N:35]([C:37]([C:40]#[C:41][Si:42]([CH3:43])([CH3:45])[CH3:44])=[CH:38][N:39]=3)[N:36]=2)[CH:18]=1)(=[O:10])=[O:11]. The yield is 0.460. (3) The reactants are [CH3:1][O:2][C:3]1[CH:8]=[CH:7][CH:6]=[CH:5][C:4]=1[N:9]1[CH2:14][CH2:13][N:12]([CH2:15][C:16]([NH:18][C:19]2[CH:24]=[CH:23][CH:22]=[CH:21][N:20]=2)=O)[CH2:11][CH2:10]1.[H-].[H-].[H-].[H-].[Li+].[Al+3]. The catalyst is C1COCC1. The product is [CH3:1][O:2][C:3]1[CH:8]=[CH:7][CH:6]=[CH:5][C:4]=1[N:9]1[CH2:14][CH2:13][N:12]([CH2:15][CH2:16][NH:18][C:19]2[CH:24]=[CH:23][CH:22]=[CH:21][N:20]=2)[CH2:11][CH2:10]1. The yield is 0.790. (4) The reactants are C[Mg]Br.[CH3:4]COCC.[CH3:9][C:10]1[CH:19]=[CH:18][C:17]2[C:12](=[CH:13][CH:14]=[CH:15][C:16]=2[N:20]2[CH2:25][CH2:24][N:23]([CH2:26][C:27]([C:29]3[CH:30]=[CH:31][C:32]4[O:37][CH2:36][C:35](=[O:38])[NH:34][C:33]=4[CH:39]=3)=[O:28])[CH2:22][CH2:21]2)[N:11]=1. The catalyst is C1COCC1. The product is [OH:28][C:27]([C:29]1[CH:30]=[CH:31][C:32]2[O:37][CH2:36][C:35](=[O:38])[NH:34][C:33]=2[CH:39]=1)([CH3:4])[CH2:26][N:23]1[CH2:22][CH2:21][N:20]([C:16]2[CH:15]=[CH:14][CH:13]=[C:12]3[C:17]=2[CH:18]=[CH:19][C:10]([CH3:9])=[N:11]3)[CH2:25][CH2:24]1. The yield is 0.600. (5) The reactants are [CH3:1][O:2][C:3](=[O:11])[C:4]([C:9]#[N:10])=[CH:5][CH:6]([CH3:8])[CH3:7].[N+]([CH3:15])([O-])=O. The catalyst is C(#N)C. The product is [CH3:1][O:2][C:3]([C:4]1([C:9]#[N:10])[CH2:15][CH:5]1[CH:6]([CH3:8])[CH3:7])=[O:11]. The yield is 0.680. (6) The reactants are [Cl:1][C:2]1[N:7]=[C:6](Cl)[C:5]([C:9]([O:11][CH2:12][CH3:13])=[O:10])=[CH:4][N:3]=1.Cl.[F:15][C:16]1[CH:17]=[CH:18][C:19]([C@@H:22]([NH2:24])[CH3:23])=[N:20][CH:21]=1.C(N(C(C)C)CC)(C)C.O. The catalyst is C(#N)C. The product is [Cl:1][C:2]1[N:7]=[C:6]([NH:24][C@H:22]([C:19]2[CH:18]=[CH:17][C:16]([F:15])=[CH:21][N:20]=2)[CH3:23])[C:5]([C:9]([O:11][CH2:12][CH3:13])=[O:10])=[CH:4][N:3]=1. The yield is 0.850.